Dataset: Full USPTO retrosynthesis dataset with 1.9M reactions from patents (1976-2016). Task: Predict the reactants needed to synthesize the given product. (1) Given the product [CH3:1][C:2]1[C:10]([CH3:11])=[CH:9][C:5]2[N:6]([C:20]3[S:21][C:17]([C:15]([OH:16])=[O:14])=[C:18]([C:23]4[CH:28]=[CH:27][CH:26]=[CH:25][CH:24]=4)[N:19]=3)[CH:7]=[N:8][C:4]=2[CH:3]=1, predict the reactants needed to synthesize it. The reactants are: [CH3:1][C:2]1[C:10]([CH3:11])=[CH:9][C:5]2[N:6]=[CH:7][NH:8][C:4]=2[CH:3]=1.C([O:14][C:15]([C:17]1[S:21][C:20](Cl)=[N:19][C:18]=1[C:23]1[CH:28]=[CH:27][CH:26]=[CH:25][CH:24]=1)=[O:16])C. (2) Given the product [CH2:13]([CH:20]1[C:24]2[CH:25]=[C:26]([CH2:29][NH:6][CH:5]([CH3:7])[C:4]([NH:3][CH3:2])=[O:8])[CH:27]=[CH:28][C:23]=2[O:22][CH2:21]1)[C:14]1[CH:15]=[CH:16][CH:17]=[CH:18][CH:19]=1, predict the reactants needed to synthesize it. The reactants are: Cl.[CH3:2][NH:3][C:4](=[O:8])[C@H:5]([CH3:7])[NH2:6].C([BH3-])#N.[Na+].[CH2:13]([CH:20]1[C:24]2[CH:25]=[C:26]([CH:29]=O)[CH:27]=[CH:28][C:23]=2[O:22][CH2:21]1)[C:14]1[CH:19]=[CH:18][CH:17]=[CH:16][CH:15]=1. (3) Given the product [O:28]=[C:9]([N:10]1[CH2:11][CH2:12][N:13]([C:16](=[O:27])[C:17]2[CH:22]=[CH:21][CH:20]=[CH:19][C:18]=2[C:23]([F:26])([F:25])[F:24])[CH2:14][CH2:15]1)[CH2:8][C:7]([OH:29])=[O:6], predict the reactants needed to synthesize it. The reactants are: O[Li].O.C([O:6][C:7](=[O:29])[CH2:8][C:9](=[O:28])[N:10]1[CH2:15][CH2:14][N:13]([C:16](=[O:27])[C:17]2[CH:22]=[CH:21][CH:20]=[CH:19][C:18]=2[C:23]([F:26])([F:25])[F:24])[CH2:12][CH2:11]1)C. (4) Given the product [F:15][C:14]([F:17])([F:16])[C:11]1[CH:12]=[CH:13][C:8]([O:18][C:19]2[CH:20]=[CH:21][C:22]([C:25]([O:27][CH2:28][CH3:29])=[O:26])=[CH:23][CH:24]=2)=[N:9][CH:10]=1, predict the reactants needed to synthesize it. The reactants are: C(=O)([O-])[O-].[K+].[K+].Br[C:8]1[CH:13]=[CH:12][C:11]([C:14]([F:17])([F:16])[F:15])=[CH:10][N:9]=1.[OH:18][C:19]1[CH:24]=[CH:23][C:22]([C:25]([O:27][CH2:28][CH3:29])=[O:26])=[CH:21][CH:20]=1.